This data is from Reaction yield outcomes from USPTO patents with 853,638 reactions. The task is: Predict the reaction yield, written as a fraction of the theoretical maximum amount of product (1.0 means a 100% yield; for example, 0.34 means a 34% yield). (1) The reactants are [CH3:1][NH:2][C:3]([CH:5]([NH:7][C:8](=O)[C:9]1[CH:14]=[CH:13][CH:12]=[N:11][CH:10]=1)[CH3:6])=O.COC1C=CC(P2(SP(C3C=CC(OC)=CC=3)(=S)S2)=[S:25])=CC=1. The catalyst is ClCCCl. The product is [CH3:1][NH:2][C:3]1[S:25][C:8]([C:9]2[CH:10]=[N:11][CH:12]=[CH:13][CH:14]=2)=[N:7][C:5]=1[CH3:6]. The yield is 0.680. (2) The reactants are [Cl-].O[NH3+:3].[C:4](=[O:7])([O-])[OH:5].[Na+].CS(C)=O.[CH2:13]([C:17]1[N:18]=[C:19]([CH:48]2[CH2:50][CH2:49]2)[N:20]([C:39]2[CH:44]=[CH:43][C:42]([O:45][CH2:46][CH3:47])=[CH:41][CH:40]=2)[C:21](=[O:38])[C:22]=1[CH2:23][C:24]1[CH:29]=[CH:28][C:27]([C:30]2[C:31]([C:36]#[N:37])=[CH:32][CH:33]=[CH:34][CH:35]=2)=[CH:26][CH:25]=1)[CH2:14][CH2:15][CH3:16]. The catalyst is C(OCC)(=O)C. The product is [CH2:13]([C:17]1[N:18]=[C:19]([CH:48]2[CH2:49][CH2:50]2)[N:20]([C:39]2[CH:44]=[CH:43][C:42]([O:45][CH2:46][CH3:47])=[CH:41][CH:40]=2)[C:21](=[O:38])[C:22]=1[CH2:23][C:24]1[CH:25]=[CH:26][C:27]([C:30]2[CH:35]=[CH:34][CH:33]=[CH:32][C:31]=2[C:36]2[NH:3][C:4](=[O:7])[O:5][N:37]=2)=[CH:28][CH:29]=1)[CH2:14][CH2:15][CH3:16]. The yield is 0.970. (3) The reactants are Cl[C:2]1[N:7]=[C:6]([NH:8][C:9]2[C:18]([F:19])=[CH:17][CH:16]=[CH:15][C:10]=2[C:11]([NH:13][CH3:14])=[O:12])[C:5]([Cl:20])=[CH:4][N:3]=1.[NH2:21][C:22]1[CH:35]=[CH:34][C:25]2[CH2:26][CH2:27][CH2:28][C:29](=[O:33])[N:30]([CH2:31][CH3:32])[C:24]=2[CH:23]=1.C12(CS(O)(=O)=O)C(C)(C)C(CC1)CC2=O. The catalyst is C(O)(C)C. The product is [Cl:20][C:5]1[C:6]([NH:8][C:9]2[C:18]([F:19])=[CH:17][CH:16]=[CH:15][C:10]=2[C:11]([NH:13][CH3:14])=[O:12])=[N:7][C:2]([NH:21][C:22]2[CH:35]=[CH:34][C:25]3[CH2:26][CH2:27][CH2:28][C:29](=[O:33])[N:30]([CH2:31][CH3:32])[C:24]=3[CH:23]=2)=[N:3][CH:4]=1. The yield is 0.690. (4) The reactants are [OH:1][CH2:2][C@@H:3]1[CH2:12][C:11]2[C:6](=[CH:7][CH:8]=[CH:9][CH:10]=2)[CH2:5][N:4]1[C:13]([C:15]1[CH:20]=[C:19]([N+:21]([O-:23])=[O:22])[CH:18]=[CH:17][C:16]=1[N:24]1[C:28]([CH3:29])=[CH:27][C:26]([C:30]([O:32]CC)=[O:31])=[N:25]1)=[O:14].O.[OH-].[Li+]. The catalyst is C1COCC1.O. The product is [OH:1][CH2:2][C@@H:3]1[CH2:12][C:11]2[C:6](=[CH:7][CH:8]=[CH:9][CH:10]=2)[CH2:5][N:4]1[C:13]([C:15]1[CH:20]=[C:19]([N+:21]([O-:23])=[O:22])[CH:18]=[CH:17][C:16]=1[N:24]1[C:28]([CH3:29])=[CH:27][C:26]([C:30]([OH:32])=[O:31])=[N:25]1)=[O:14]. The yield is 0.820. (5) The reactants are O([BH-](OC(C)=O)OC(C)=O)C(C)=O.[Na+].[Cl:15][C:16]1[N:21]=[C:20]([NH2:22])[CH:19]=[N:18][CH:17]=1.[CH:23]1([O:28][C:29]2[CH:30]=[C:31]([CH:34]=[CH:35][C:36]=2[O:37][CH3:38])[CH:32]=O)[CH2:27][CH2:26][CH2:25][CH2:24]1. The catalyst is ClCCCl.CC(O)=O. The product is [Cl:15][C:16]1[N:21]=[C:20]([NH:22][CH2:32][C:31]2[CH:34]=[CH:35][C:36]([O:37][CH3:38])=[C:29]([O:28][CH:23]3[CH2:27][CH2:26][CH2:25][CH2:24]3)[CH:30]=2)[CH:19]=[N:18][CH:17]=1. The yield is 0.100. (6) The reactants are [Cl:1][CH2:2][C:3]1[C:8]([C:9]([O:11][CH3:12])=[O:10])=[CH:7][CH:6]=[CH:5][N+:4]=1[O-].O=P(Cl)(Cl)[Cl:16]. No catalyst specified. The product is [Cl:16][C:5]1[CH:6]=[CH:7][C:8]([C:9]([O:11][CH3:12])=[O:10])=[C:3]([CH2:2][Cl:1])[N:4]=1. The yield is 0.780.